Dataset: Full USPTO retrosynthesis dataset with 1.9M reactions from patents (1976-2016). Task: Predict the reactants needed to synthesize the given product. (1) The reactants are: [Cl:1][C:2]1[C:10]([Cl:11])=[C:9]2[C:5]([CH2:6][C:7]([CH:14]3[CH2:18][CH2:17][CH2:16][CH2:15]3)([CH3:13])[C:8]2=[O:12])=[CH:4][C:3]=1[O:19][CH2:20][CH2:21][CH2:22][O:23][C:24]1[CH:31]=[CH:30][C:27]([C:28]#[N:29])=[CH:26][CH:25]=1.C[Si]([N:36]=[N+:37]=[N-:38])(C)C.C([Sn](=O)CCCC)CCC. Given the product [Cl:1][C:2]1[C:10]([Cl:11])=[C:9]2[C:5]([CH2:6][C:7]([CH:14]3[CH2:18][CH2:17][CH2:16][CH2:15]3)([CH3:13])[C:8]2=[O:12])=[CH:4][C:3]=1[O:19][CH2:20][CH2:21][CH2:22][O:23][C:24]1[CH:25]=[CH:26][C:27]([C:28]2[N:36]=[N:37][NH:38][N:29]=2)=[CH:30][CH:31]=1, predict the reactants needed to synthesize it. (2) Given the product [Br:1][C:2]1[CH:3]=[C:4]([CH:28]=[CH:29][CH:30]=1)[CH2:5][C:6]1[O:7][C:8]([CH3:27])=[C:9]([CH3:26])[C:10]=1[C:11]([C:13]1[CH:14]=[C:15]([CH:23]([CH3:24])[CH3:25])[C:16]([O:22][S:32]([C:35]2[CH:43]=[CH:42][C:38]([C:39]([OH:41])=[O:40])=[C:37]([OH:44])[CH:36]=2)(=[O:34])=[O:33])=[C:17]([CH:19]([CH3:21])[CH3:20])[CH:18]=1)=[O:12], predict the reactants needed to synthesize it. The reactants are: [Br:1][C:2]1[CH:3]=[C:4]([CH:28]=[CH:29][CH:30]=1)[CH2:5][C:6]1[O:7][C:8]([CH3:27])=[C:9]([CH3:26])[C:10]=1[C:11]([C:13]1[CH:18]=[C:17]([CH:19]([CH3:21])[CH3:20])[C:16]([OH:22])=[C:15]([CH:23]([CH3:25])[CH3:24])[CH:14]=1)=[O:12].Cl[S:32]([C:35]1[CH:43]=[CH:42][C:38]([C:39]([OH:41])=[O:40])=[C:37]([OH:44])[CH:36]=1)(=[O:34])=[O:33]. (3) Given the product [CH:3]1([CH2:9][O:10][C:11]2[C:12]3[N:13]([C:17]([C:21]([NH:23][C@H:24]4[CH2:28][CH2:27][N:26]([CH3:31])[CH2:25]4)=[O:22])=[C:18]([CH3:20])[N:19]=3)[CH:14]=[CH:15][CH:16]=2)[CH2:8][CH2:7][CH2:6][CH2:5][CH2:4]1, predict the reactants needed to synthesize it. The reactants are: Cl.Cl.[CH:3]1([CH2:9][O:10][C:11]2[C:12]3[N:13]([C:17]([C:21]([NH:23][C@H:24]4[CH2:28][CH2:27][NH:26][CH2:25]4)=[O:22])=[C:18]([CH3:20])[N:19]=3)[CH:14]=[CH:15][CH:16]=2)[CH2:8][CH2:7][CH2:6][CH2:5][CH2:4]1.C=O.[C:31](O[BH-](OC(=O)C)OC(=O)C)(=O)C.[Na+].C(=O)([O-])O.[Na+]. (4) Given the product [CH2:2]([O:4][CH2:5][C@H:6]1[C@H:10]([CH3:11])[O:9][C:8]([CH3:12])([CH3:13])[N:7]1[C:14]([O:16][C:17]([CH3:19])([CH3:18])[CH3:20])=[O:15])[CH3:3], predict the reactants needed to synthesize it. The reactants are: I[CH2:2][CH3:3].[OH:4][CH2:5][C@H:6]1[C@H:10]([CH3:11])[O:9][C:8]([CH3:13])([CH3:12])[N:7]1[C:14]([O:16][C:17]([CH3:20])([CH3:19])[CH3:18])=[O:15].[H-].[Na+].